From a dataset of Forward reaction prediction with 1.9M reactions from USPTO patents (1976-2016). Predict the product of the given reaction. Given the reactants Br[C:2]1[CH:3]=[CH:4][C:5]2=[C:6]([CH:37]=1)[N:7]=[C:8]([NH:29][C:30](=[O:36])[O:31][C:32]([CH3:35])([CH3:34])[CH3:33])[CH2:9][C:10]([C:12](=[O:28])[N:13]([CH2:17][CH2:18][CH2:19][O:20][Si:21]([C:24]([CH3:27])([CH3:26])[CH3:25])([CH3:23])[CH3:22])[CH2:14][CH2:15][CH3:16])=[CH:11]2.Br[C:39]1[CH:44]=[CH:43][CH:42]=[CH:41][C:40]=1[CH2:45][C:46]([O:48][CH2:49][CH:50]([CH3:52])[CH3:51])=[O:47].C(=O)([O-])[O-].[K+].[K+], predict the reaction product. The product is: [C:32]([O:31][C:30]([NH:29][C:8]1[CH2:9][C:10]([C:12](=[O:28])[N:13]([CH2:17][CH2:18][CH2:19][O:20][Si:21]([C:24]([CH3:27])([CH3:25])[CH3:26])([CH3:22])[CH3:23])[CH2:14][CH2:15][CH3:16])=[CH:11][C:5]2[CH:4]=[CH:3][C:2]([C:43]3[CH:42]=[CH:41][C:40]([CH2:45][C:46]([O:48][CH2:49][CH:50]([CH3:52])[CH3:51])=[O:47])=[CH:39][CH:44]=3)=[CH:37][C:6]=2[N:7]=1)=[O:36])([CH3:34])([CH3:35])[CH3:33].